Task: Predict the product of the given reaction.. Dataset: Forward reaction prediction with 1.9M reactions from USPTO patents (1976-2016) (1) Given the reactants [O:1]1[CH2:4][C:3](=O)[CH2:2]1.[N:6]1[CH:11]=[CH:10][CH:9]=[C:8]([O:12][CH2:13][C:14]([N:16]2[CH2:25][CH2:24][C:23]3[C:18](=[CH:19][CH:20]=[C:21]([NH:26][S:27]([CH:30]4[CH2:35][CH2:34][NH:33][CH2:32][CH2:31]4)(=[O:29])=[O:28])[CH:22]=3)[CH2:17]2)=[O:15])[CH:7]=1.C(O[BH-](OC(=O)C)OC(=O)C)(=O)C.[Na+], predict the reaction product. The product is: [O:1]1[CH2:2][CH:3]([N:33]2[CH2:34][CH2:35][CH:30]([S:27]([NH:26][C:21]3[CH:22]=[C:23]4[C:18](=[CH:19][CH:20]=3)[CH2:17][N:16]([C:14](=[O:15])[CH2:13][O:12][C:8]3[CH:7]=[N:6][CH:11]=[CH:10][CH:9]=3)[CH2:25][CH2:24]4)(=[O:28])=[O:29])[CH2:31][CH2:32]2)[CH2:4]1. (2) The product is: [I:1][C:2]1[CH:8]=[CH:7][CH:6]=[CH:5][C:3]=1[NH:4][CH:13]1[CH2:14][CH2:15][N:10]([CH3:9])[CH2:11][CH2:12]1. Given the reactants [I:1][C:2]1[CH:8]=[CH:7][CH:6]=[CH:5][C:3]=1[NH2:4].[CH3:9][N:10]1[CH2:15][CH2:14][C:13](=O)[CH2:12][CH2:11]1.C(O[BH-](OC(=O)C)OC(=O)C)(=O)C.[Na+].C(O)(=O)C, predict the reaction product. (3) Given the reactants C([O:8][C:9]1[CH:14]=[CH:13][CH:12]=[CH:11][C:10]=1[NH:15][C:16](=[O:37])[C@H:17]([NH:27][C@H:28]([C:33]([O:35][CH3:36])=[O:34])[CH2:29][CH:30]([CH3:32])[CH3:31])[C:18]1[CH:19]=[CH:20][C:21]2[O:25][CH:24]=[CH:23][C:22]=2[CH:26]=1)C1C=CC=CC=1, predict the reaction product. The product is: [O:25]1[C:21]2[CH:20]=[CH:19][C:18]([C@@H:17]([NH:27][C@H:28]([C:33]([O:35][CH3:36])=[O:34])[CH2:29][CH:30]([CH3:31])[CH3:32])[C:16]([NH:15][C:10]3[CH:11]=[CH:12][CH:13]=[CH:14][C:9]=3[OH:8])=[O:37])=[CH:26][C:22]=2[CH:23]=[CH:24]1. (4) Given the reactants [Cl:1][C:2]1[N:3]=[C:4]([N:12]2[CH2:16][CH2:15][C@H:14]([N:17]([CH3:25])C(=O)OC(C)(C)C)[CH2:13]2)[C:5]2[N:11]=[CH:10][CH:9]=[CH:8][C:6]=2[N:7]=1.[NH2:26][C:27]1[CH:28]=[C:29]([CH:32]=[C:33]([NH2:35])[CH:34]=1)[C:30]#[N:31].C(=O)([O-])[O-].[Cs+].[Cs+], predict the reaction product. The product is: [ClH:1].[ClH:1].[NH2:26][C:27]1[CH:28]=[C:29]([CH:32]=[C:33]([NH:35][C:2]2[N:3]=[C:4]([N:12]3[CH2:16][CH2:15][C@H:14]([NH:17][CH3:25])[CH2:13]3)[C:5]3[N:11]=[CH:10][CH:9]=[CH:8][C:6]=3[N:7]=2)[CH:34]=1)[C:30]#[N:31]. (5) The product is: [N:15](/[C:18](=[CH:13]/[CH:12]=[CH:11]/[C:4]1[C:5]([O:9][CH3:10])=[CH:6][CH:7]=[CH:8][C:3]=1[O:2][CH3:1])/[C:19]([O:21][CH2:22][CH3:23])=[O:20])=[N+:16]=[N-:17]. Given the reactants [CH3:1][O:2][C:3]1[CH:8]=[CH:7][CH:6]=[C:5]([O:9][CH3:10])[C:4]=1/[CH:11]=[CH:12]/[CH:13]=O.[N:15]([CH2:18][C:19]([O:21][CH2:22][CH3:23])=[O:20])=[N+:16]=[N-:17].[Na].[Cl-].[NH4+], predict the reaction product.